From a dataset of Reaction yield outcomes from USPTO patents with 853,638 reactions. Predict the reaction yield, written as a fraction of the theoretical maximum amount of product (1.0 means a 100% yield; for example, 0.34 means a 34% yield). The reactants are [NH:1]1[CH2:5][CH2:4][C@@H:3]2[CH2:6][N:7]([C:9]3[CH:10]=[C:11]([CH2:16][OH:17])[C:12]([Br:15])=[N:13][CH:14]=3)[CH2:8][C@H:2]12.[C:18]([OH:25])(=[O:24])/[CH:19]=[CH:20]/[C:21]([OH:23])=[O:22]. The catalyst is CO.C(OCC)C. The product is [C:18]([OH:25])(=[O:24])/[CH:19]=[CH:20]/[C:21]([OH:23])=[O:22].[NH:1]1[CH2:5][CH2:4][C@@H:3]2[CH2:6][N:7]([C:9]3[CH:10]=[C:11]([CH2:16][OH:17])[C:12]([Br:15])=[N:13][CH:14]=3)[CH2:8][C@H:2]12. The yield is 0.700.